Predict the product of the given reaction. From a dataset of Forward reaction prediction with 1.9M reactions from USPTO patents (1976-2016). (1) Given the reactants [C:1]([O:5][C:6]([NH:8][C@@H:9]([CH2:14][C:15]1[CH2:19][CH2:18][CH2:17][CH:16]=1)[C:10]([O:12]C)=[O:11])=[O:7])([CH3:4])([CH3:3])[CH3:2].O.[OH-].[Li+], predict the reaction product. The product is: [C:1]([O:5][C:6]([NH:8][C@@H:9]([CH2:14][C:15]1[CH2:19][CH2:18][CH2:17][CH:16]=1)[C:10]([OH:12])=[O:11])=[O:7])([CH3:4])([CH3:2])[CH3:3]. (2) Given the reactants C(OC(=O)[NH:7][CH2:8][CH2:9][O:10][CH2:11][CH2:12][O:13][CH2:14][CH2:15][O:16][CH2:17][CH2:18][O:19][CH2:20][CH2:21][C:22](=[O:41])[NH:23][C:24]1[S:25][C:26]([C:30]2[CH:35]=[CH:34][C:33]([Cl:36])=[C:32]([S:37]([CH3:40])(=[O:39])=[O:38])[CH:31]=2)=[C:27]([CH3:29])[N:28]=1)(C)(C)C.Cl, predict the reaction product. The product is: [ClH:36].[NH2:7][CH2:8][CH2:9][O:10][CH2:11][CH2:12][O:13][CH2:14][CH2:15][O:16][CH2:17][CH2:18][O:19][CH2:20][CH2:21][C:22]([NH:23][C:24]1[S:25][C:26]([C:30]2[CH:35]=[CH:34][C:33]([Cl:36])=[C:32]([S:37]([CH3:40])(=[O:38])=[O:39])[CH:31]=2)=[C:27]([CH3:29])[N:28]=1)=[O:41]. (3) Given the reactants [NH2:1][C:2]1[CH:6]=[CH:5][S:4][C:3]=1[C:7]([NH2:9])=[O:8].[F:10][C:11]([F:22])([C:15]1[CH:20]=[CH:19][C:18]([F:21])=[CH:17][N:16]=1)[C:12]([O-])=O.[Na+].C[Si](OP(=O)=O)(C)C.CCOC(C)=O, predict the reaction product. The product is: [F:22][C:11]([F:10])([C:15]1[CH:20]=[CH:19][C:18]([F:21])=[CH:17][N:16]=1)[C:12]1[N:9]=[C:7]([OH:8])[C:3]2[S:4][CH:5]=[CH:6][C:2]=2[N:1]=1. (4) Given the reactants COC1C=CC(C[NH:8][C:9]2[C:18]([N:19]3[CH2:24][CH2:23][O:22][CH2:21][CH2:20]3)=[CH:17][C:16]3[C:11](=[CH:12][CH:13]=[C:14]([C:25]4[C:30]([CH3:31])=[CH:29][CH:28]=[CH:27][C:26]=4[C:32]([N:34]4[CH2:38][CH2:37][CH2:36][CH2:35]4)=[O:33])[CH:15]=3)[N:10]=2)=CC=1.C(O)(C(F)(F)F)=O, predict the reaction product. The product is: [NH2:8][C:9]1[C:18]([N:19]2[CH2:24][CH2:23][O:22][CH2:21][CH2:20]2)=[CH:17][C:16]2[C:11](=[CH:12][CH:13]=[C:14]([C:25]3[C:30]([CH3:31])=[CH:29][CH:28]=[CH:27][C:26]=3[C:32]([N:34]3[CH2:35][CH2:36][CH2:37][CH2:38]3)=[O:33])[CH:15]=2)[N:10]=1. (5) Given the reactants [ClH:1].CC1C2COC(=O)C=2C=CC=1[CH2:13][CH2:14][N:15]1[CH2:20][CH2:19][NH:18][CH2:17][CH2:16]1.Br[C:22]1[CH:31]=[CH:30][C:25]2[C:26](=[O:29])[O:27][CH2:28][C:24]=2[C:23]=1[C:32]([F:35])([F:34])[F:33], predict the reaction product. The product is: [ClH:1].[N:15]1([CH2:14][CH2:13][C:22]2[CH:31]=[CH:30][C:25]3[C:26](=[O:29])[O:27][CH2:28][C:24]=3[C:23]=2[C:32]([F:35])([F:34])[F:33])[CH2:20][CH2:19][NH:18][CH2:17][CH2:16]1. (6) Given the reactants Br[C:2]1[CH:25]=[CH:24][C:5]2[C:6]3[N:7]=[C:8]([C:14]4[N:15]([CH2:19][C:20]([F:23])([F:22])[F:21])[N:16]=[CH:17][N:18]=4)[S:9][C:10]=3[CH2:11][CH2:12][O:13][C:4]=2[CH:3]=1.CC1(C)C(C)(C)OB([C:34]2[CH:35]=[N:36][N:37]([CH2:39][C@@H:40]([OH:42])[CH3:41])[CH:38]=2)O1, predict the reaction product. The product is: [F:21][C:20]([F:23])([F:22])[CH2:19][N:15]1[C:14]([C:8]2[S:9][C:10]3[CH2:11][CH2:12][O:13][C:4]4[CH:3]=[C:2]([C:34]5[CH:35]=[N:36][N:37]([CH2:39][C@@H:40]([OH:42])[CH3:41])[CH:38]=5)[CH:25]=[CH:24][C:5]=4[C:6]=3[N:7]=2)=[N:18][CH:17]=[N:16]1. (7) Given the reactants [OH:1][C:2]1[CH:7]=[CH:6][C:5]([OH:8])=[CH:4][C:3]=1[C:9](=[O:11])[CH3:10].[C:12]1(=O)[CH2:15][CH2:14][CH2:13]1.N1CCCC1, predict the reaction product. The product is: [OH:8][C:5]1[CH:4]=[C:3]2[C:2](=[CH:7][CH:6]=1)[O:1][C:12]1([CH2:15][CH2:14][CH2:13]1)[CH2:10][C:9]2=[O:11].